From a dataset of Full USPTO retrosynthesis dataset with 1.9M reactions from patents (1976-2016). Predict the reactants needed to synthesize the given product. (1) Given the product [CH2:19]([O:21][CH2:22][CH2:23][CH2:24][NH:25][C:7]1[CH:6]=[CH:5][C:4]([N+:9]([O-:11])=[O:10])=[CH:3][C:2]=1[F:1])[CH3:20], predict the reactants needed to synthesize it. The reactants are: [F:1][C:2]1[CH:3]=[C:4]([N+:9]([O-:11])=[O:10])[CH:5]=[CH:6][C:7]=1F.CCN(CC)CC.[CH2:19]([O:21][CH2:22][CH2:23][CH2:24][NH2:25])[CH3:20]. (2) The reactants are: [F:1][C:2]1[CH:7]=[CH:6][CH:5]=[CH:4][C:3]=1[CH2:8][O:9][C:10]1[CH:15]=[CH:14][C:13]([C@@H:16]2[N:20]([C:21]([O:23][CH2:24][C:25]3[CH:30]=[CH:29][CH:28]=[CH:27][CH:26]=3)=[O:22])[C@:19]([CH2:35][OH:36])([C:31]([O:33][CH3:34])=[O:32])[CH2:18][CH2:17]2)=[CH:12][CH:11]=1.N1C=CN=C1.[Si:42](Cl)([C:45]([CH3:48])([CH3:47])[CH3:46])([CH3:44])[CH3:43]. Given the product [CH3:46][C:45]([Si:42]([CH3:44])([CH3:43])[O:36][CH2:35][C@@:19]1([C:31]([O:33][CH3:34])=[O:32])[CH2:18][CH2:17][C@H:16]([C:13]2[CH:12]=[CH:11][C:10]([O:9][CH2:8][C:3]3[CH:4]=[CH:5][CH:6]=[CH:7][C:2]=3[F:1])=[CH:15][CH:14]=2)[N:20]1[C:21]([O:23][CH2:24][C:25]1[CH:30]=[CH:29][CH:28]=[CH:27][CH:26]=1)=[O:22])([CH3:48])[CH3:47], predict the reactants needed to synthesize it. (3) Given the product [CH2:21]([O:23][C:24]([C:26]1[C:27](=[O:49])[C:28]2[CH:33]=[N:32][C:31]([NH:20][C:16]3[CH:17]=[CH:18][CH:19]=[C:14]([N:11]4[CH2:10][CH2:9][NH:8][CH2:13][CH2:12]4)[CH:15]=3)=[N:30][C:29]=2[N:38]([C:40]2[CH:41]=[C:42]3[C:46](=[CH:47][CH:48]=2)[CH2:45][CH2:44][CH2:43]3)[CH:39]=1)=[O:25])[CH3:22], predict the reactants needed to synthesize it. The reactants are: C(OC([N:8]1[CH2:13][CH2:12][N:11]([C:14]2[CH:19]=[CH:18][CH:17]=[C:16]([NH2:20])[CH:15]=2)[CH2:10][CH2:9]1)=O)(C)(C)C.[CH2:21]([O:23][C:24]([C:26]1[C:27](=[O:49])[C:28]2[CH:33]=[N:32][C:31](S(C)(=O)=O)=[N:30][C:29]=2[N:38]([C:40]2[CH:41]=[C:42]3[C:46](=[CH:47][CH:48]=2)[CH2:45][CH2:44][CH2:43]3)[CH:39]=1)=[O:25])[CH3:22]. (4) Given the product [C:33]1([C:39]2[S:40][C:41]([C:45]3[CH:46]=[CH:47][CH:48]=[CH:49][CH:50]=3)=[CH:42][C:43]=2[NH:44][C:13](=[O:15])[CH2:12][CH2:11][C:10]([C:7]2[CH:6]=[CH:5][C:4]([O:3][CH2:1][CH3:2])=[CH:9][CH:8]=2)=[O:18])[CH:38]=[CH:37][CH:36]=[CH:35][CH:34]=1, predict the reactants needed to synthesize it. The reactants are: [CH2:1]([O:3][C:4]1[CH:9]=[CH:8][C:7]([C:10]([O:18]C)(OC)[CH2:11][CH2:12][C:13]([O-:15])=O)=[CH:6][CH:5]=1)[CH3:2].[K+].ClC1C=C(Cl)C=C(Cl)C=1C(Cl)=O.[C:33]1([C:39]2[S:40][C:41]([C:45]3[CH:50]=[CH:49][CH:48]=[CH:47][CH:46]=3)=[CH:42][C:43]=2[NH2:44])[CH:38]=[CH:37][CH:36]=[CH:35][CH:34]=1.FC(F)(F)C(O)=O. (5) Given the product [F:23][C:22]1[C:16]2[O:15][CH2:14][CH:13]([CH2:12][N:27]([CH2:25][CH3:26])[CH2:28][CH2:29][CH3:30])[O:18][C:17]=2[CH:19]=[C:20]([F:24])[CH:21]=1, predict the reactants needed to synthesize it. The reactants are: CC1C=CC(S(O[CH2:12][CH:13]2[O:18][C:17]3[CH:19]=[C:20]([F:24])[CH:21]=[C:22]([F:23])[C:16]=3[O:15][CH2:14]2)(=O)=O)=CC=1.[CH2:25]([NH:27][CH2:28][CH2:29][CH3:30])[CH3:26]. (6) Given the product [F:1][C:2]1[C:15]([CH3:16])=[C:14]([B:27]([OH:28])[OH:26])[CH:13]=[C:4]([C:5]([NH:7][C:8]2[CH:12]=[CH:11][O:10][N:9]=2)=[O:6])[CH:3]=1, predict the reactants needed to synthesize it. The reactants are: [F:1][C:2]1[CH:3]=[C:4]([CH:13]=[C:14](I)[C:15]=1[CH3:16])[C:5]([NH:7][C:8]1[CH:12]=[CH:11][O:10][N:9]=1)=[O:6].C([Mg]Cl)(C)C.C([O:26][B:27](OC(C)C)[O:28]C(C)C)(C)C. (7) Given the product [F:1][C:2]1[CH:10]=[CH:9][C:5]([C:6]([OH:8])=[O:7])=[CH:4][C:3]=1[N+:11]([O-:13])=[O:12], predict the reactants needed to synthesize it. The reactants are: [F:1][C:2]1[CH:10]=[CH:9][C:5]([C:6]([OH:8])=[O:7])=[CH:4][CH:3]=1.[N+:11]([O-])([O-:13])=[O:12].[K+]. (8) Given the product [Br:1][C:2]1[CH:3]=[C:4]2[C:8](=[CH:9][CH:10]=1)[NH:7][C:6]([C:11]([O:13][CH3:15])=[O:12])=[CH:5]2, predict the reactants needed to synthesize it. The reactants are: [Br:1][C:2]1[CH:3]=[C:4]2[C:8](=[CH:9][CH:10]=1)[NH:7][C:6]([C:11]([OH:13])=[O:12])=[CH:5]2.Cl.[CH3:15]O. (9) The reactants are: N(C(C)C)C(C)C.[Li]CCCC.[Br:13][C:14]1[CH:19]=[CH:18][C:17]([NH2:20])=[C:16]([F:21])[CH:15]=1.Cl[C:23]1[C:24]([C:31]([OH:33])=[O:32])=[CH:25][N:26]([CH3:30])[C:27](=[O:29])[CH:28]=1. Given the product [Br:13][C:14]1[CH:19]=[CH:18][C:17]([NH:20][C:23]2[C:24]([C:31]([OH:33])=[O:32])=[CH:25][N:26]([CH3:30])[C:27](=[O:29])[CH:28]=2)=[C:16]([F:21])[CH:15]=1, predict the reactants needed to synthesize it.